From a dataset of NCI-60 drug combinations with 297,098 pairs across 59 cell lines. Regression. Given two drug SMILES strings and cell line genomic features, predict the synergy score measuring deviation from expected non-interaction effect. (1) Drug 1: CCCS(=O)(=O)NC1=C(C(=C(C=C1)F)C(=O)C2=CNC3=C2C=C(C=N3)C4=CC=C(C=C4)Cl)F. Drug 2: C1=NC2=C(N1)C(=S)N=CN2. Cell line: M14. Synergy scores: CSS=35.9, Synergy_ZIP=-9.95, Synergy_Bliss=-15.5, Synergy_Loewe=-13.7, Synergy_HSA=-10.7. (2) Drug 1: CN(C)C1=NC(=NC(=N1)N(C)C)N(C)C. Drug 2: C(=O)(N)NO. Cell line: HCT-15. Synergy scores: CSS=-2.46, Synergy_ZIP=1.98, Synergy_Bliss=0.196, Synergy_Loewe=-4.83, Synergy_HSA=-3.70. (3) Drug 1: CCC1=CC2CC(C3=C(CN(C2)C1)C4=CC=CC=C4N3)(C5=C(C=C6C(=C5)C78CCN9C7C(C=CC9)(C(C(C8N6C)(C(=O)OC)O)OC(=O)C)CC)OC)C(=O)OC.C(C(C(=O)O)O)(C(=O)O)O. Drug 2: CC(C1=C(C=CC(=C1Cl)F)Cl)OC2=C(N=CC(=C2)C3=CN(N=C3)C4CCNCC4)N. Cell line: PC-3. Synergy scores: CSS=48.7, Synergy_ZIP=-0.315, Synergy_Bliss=1.37, Synergy_Loewe=-10.6, Synergy_HSA=2.47. (4) Drug 1: CS(=O)(=O)CCNCC1=CC=C(O1)C2=CC3=C(C=C2)N=CN=C3NC4=CC(=C(C=C4)OCC5=CC(=CC=C5)F)Cl. Drug 2: N.N.Cl[Pt+2]Cl. Cell line: UACC-257. Synergy scores: CSS=14.3, Synergy_ZIP=-9.39, Synergy_Bliss=-2.26, Synergy_Loewe=-9.36, Synergy_HSA=-2.03. (5) Drug 1: CNC(=O)C1=NC=CC(=C1)OC2=CC=C(C=C2)NC(=O)NC3=CC(=C(C=C3)Cl)C(F)(F)F. Drug 2: CN(C(=O)NC(C=O)C(C(C(CO)O)O)O)N=O. Cell line: MDA-MB-435. Synergy scores: CSS=-8.97, Synergy_ZIP=9.86, Synergy_Bliss=9.83, Synergy_Loewe=-5.35, Synergy_HSA=-4.36.